Dataset: Peptide-MHC class I binding affinity with 185,985 pairs from IEDB/IMGT. Task: Regression. Given a peptide amino acid sequence and an MHC pseudo amino acid sequence, predict their binding affinity value. This is MHC class I binding data. (1) The peptide sequence is CTDDNALAY. The MHC is SLA-10401 with pseudo-sequence SLA-10401. The binding affinity (normalized) is 0.652. (2) The peptide sequence is LVFGIEVVEV. The MHC is HLA-A02:06 with pseudo-sequence HLA-A02:06. The binding affinity (normalized) is 0.692. (3) The peptide sequence is YYQLCQHLK. The MHC is HLA-B07:02 with pseudo-sequence HLA-B07:02. The binding affinity (normalized) is 0.0847.